This data is from Catalyst prediction with 721,799 reactions and 888 catalyst types from USPTO. The task is: Predict which catalyst facilitates the given reaction. (1) Reactant: [Cl:1][C:2]1[CH:3]=[CH:4][C:5]([O:18]C)=[C:6]([C:8]2[NH:9][C:10]3[C:15]([CH:16]=2)=[C:14]([F:17])[CH:13]=[CH:12][CH:11]=3)[CH:7]=1.B(Br)(Br)Br.CO.O. Product: [Cl:1][C:2]1[CH:3]=[CH:4][C:5]([OH:18])=[C:6]([C:8]2[NH:9][C:10]3[C:15]([CH:16]=2)=[C:14]([F:17])[CH:13]=[CH:12][CH:11]=3)[CH:7]=1. The catalyst class is: 4. (2) Reactant: C([O:3][C:4](=O)[CH2:5][C:6]1[N:7]=[C:8]([C:11]2[CH:16]=[CH:15][C:14]([Cl:17])=[CH:13][CH:12]=2)[S:9][CH:10]=1)C.CC(C[AlH]CC(C)C)C.[C@H](O)(C([O-])=O)[C@@H](O)C([O-])=O.[Na+].[K+]. Product: [Cl:17][C:14]1[CH:13]=[CH:12][C:11]([C:8]2[S:9][CH:10]=[C:6]([CH2:5][CH2:4][OH:3])[N:7]=2)=[CH:16][CH:15]=1. The catalyst class is: 182. (3) Reactant: [Cl:1][C:2]1[CH:24]=[CH:23][C:5]([CH2:6][C:7]2[C:11](=[O:12])[N:10]([C:13]3[S:14][C:15]([C:19](O)=[O:20])=[C:16]([CH3:18])[N:17]=3)[NH:9][C:8]=2[CH3:22])=[CH:4][CH:3]=1.Cl.CN(C)CCCN=C=NCC.C(N(CC)C(C)C)(C)C.ON1C2C=CC=CC=2N=N1.[NH2:56][CH2:57][C:58]1[CH:59]=[N:60][CH:61]=[CH:62][CH:63]=1. Product: [Cl:1][C:2]1[CH:24]=[CH:23][C:5]([CH2:6][C:7]2[C:11](=[O:12])[N:10]([C:13]3[S:14][C:15]([C:19]([NH:56][CH2:57][C:58]4[CH:59]=[N:60][CH:61]=[CH:62][CH:63]=4)=[O:20])=[C:16]([CH3:18])[N:17]=3)[NH:9][C:8]=2[CH3:22])=[CH:4][CH:3]=1. The catalyst class is: 42. (4) Product: [CH2:1]([O:8][C:9]1[CH:10]=[C:11]([S:15][C:16]2[CH:33]=[CH:32][C:19]([C:20]([NH:38][NH2:39])=[O:21])=[CH:18][C:17]=2[C:34]([F:37])([F:36])[F:35])[CH:12]=[CH:13][CH:14]=1)[C:2]1[CH:7]=[CH:6][CH:5]=[CH:4][CH:3]=1. The catalyst class is: 6. Reactant: [CH2:1]([O:8][C:9]1[CH:10]=[C:11]([S:15][C:16]2[CH:33]=[CH:32][C:19]([C:20](OCC3C=CC(OC)=CC=3)=[O:21])=[CH:18][C:17]=2[C:34]([F:37])([F:36])[F:35])[CH:12]=[CH:13][CH:14]=1)[C:2]1[CH:7]=[CH:6][CH:5]=[CH:4][CH:3]=1.[NH2:38][NH2:39].C(O)CO. (5) Reactant: Br[C:2]1[S:3][CH:4]=[CH:5][N:6]=1.[NH:7]1[CH2:13][CH2:12][CH2:11][NH:10][CH2:9][CH2:8]1. Product: [S:3]1[CH:4]=[CH:5][N:6]=[C:2]1[N:7]1[CH2:13][CH2:12][CH2:11][NH:10][CH2:9][CH2:8]1. The catalyst class is: 44.